Dataset: Full USPTO retrosynthesis dataset with 1.9M reactions from patents (1976-2016). Task: Predict the reactants needed to synthesize the given product. (1) The reactants are: CN1CCOCC1.[Cl:8][C:9]1[CH:17]=[C:16]([Cl:18])[CH:15]=[CH:14][C:10]=1[C:11](Cl)=[O:12].[NH2:19][C:20]1[CH:21]=[C:22]2[C:27](=[CH:28][CH:29]=1)[C:26](=[O:30])[N:25]([CH2:31][C:32]1[CH:37]=[CH:36][CH:35]=[CH:34][CH:33]=1)[CH2:24][CH2:23]2. Given the product [CH2:31]([N:25]1[CH2:24][CH2:23][C:22]2[C:27](=[CH:28][CH:29]=[C:20]([NH:19][C:11](=[O:12])[C:10]3[CH:14]=[CH:15][C:16]([Cl:18])=[CH:17][C:9]=3[Cl:8])[CH:21]=2)[C:26]1=[O:30])[C:32]1[CH:33]=[CH:34][CH:35]=[CH:36][CH:37]=1, predict the reactants needed to synthesize it. (2) Given the product [Cl:37][C:34]1[CH:35]=[CH:36][C:31]([C:7]2[N:8]=[C:9]([NH:11][C:12]([C:14]3[N:15]=[CH:16][C:17]([N:20]4[CH2:25][CH2:24][CH:23]([C:26]([O:28][CH2:29][CH3:30])=[O:27])[CH2:22][CH2:21]4)=[N:18][CH:19]=3)=[O:13])[S:10][C:6]=2[CH2:5][N:45]2[CH2:46][CH2:47][CH2:48][C@H:44]2[CH3:43])=[CH:32][C:33]=1[C:38]([F:41])([F:39])[F:40], predict the reactants needed to synthesize it. The reactants are: C(O[CH2:5][C:6]1[S:10][C:9]([NH:11][C:12]([C:14]2[N:15]=[CH:16][C:17]([N:20]3[CH2:25][CH2:24][CH:23]([C:26]([O:28][CH2:29][CH3:30])=[O:27])[CH2:22][CH2:21]3)=[N:18][CH:19]=2)=[O:13])=[N:8][C:7]=1[C:31]1[CH:36]=[CH:35][C:34]([Cl:37])=[C:33]([C:38]([F:41])([F:40])[F:39])[CH:32]=1)(=O)C.Cl.[CH3:43][C@@H:44]1[CH2:48][CH2:47][CH2:46][NH:45]1.C(N(C(C)C)CC)(C)C. (3) Given the product [Cl:1][C:2]1[CH:3]=[CH:4][C:5]2[C:15]3[C:10](=[C:11]([NH:16][C:17](=[O:19])[CH3:18])[N:12]=[CH:13][CH:14]=3)[CH2:9][O:8][C:6]=2[CH:7]=1, predict the reactants needed to synthesize it. The reactants are: [Cl:1][C:2]1[CH:3]=[CH:4][C:5]2[C:15]3[C:10](=[C:11]([NH2:16])[N:12]=[CH:13][CH:14]=3)[CH2:9][O:8][C:6]=2[CH:7]=1.[C:17](Cl)(=[O:19])[CH3:18]. (4) The reactants are: [C:1]([C:3]1[C:8]2[N:9]=[C:10]([C:12](=[O:16])[N:13]([CH3:15])[CH3:14])[O:11][C:7]=2[C:6]([C:17]2[CH2:21]C[CH:19]([CH2:22][NH:23][C:24](=O)OC(C)(C)C)[CH:18]=2)=[C:5]([C:31]2[CH:36]=[CH:35][CH:34]=[CH:33][CH:32]=2)[C:4]=1[CH3:37])#[N:2]. Given the product [C:1]([C:3]1[C:8]2[N:9]=[C:10]([C:12]([N:13]([CH3:15])[CH3:14])=[O:16])[O:11][C:7]=2[C:6]([CH:17]2[CH2:18][CH2:19][C:22]([NH:23][CH3:24])=[CH:21]2)=[C:5]([C:31]2[CH:32]=[CH:33][CH:34]=[CH:35][CH:36]=2)[C:4]=1[CH3:37])#[N:2], predict the reactants needed to synthesize it. (5) Given the product [OH-:15].[CH2:2]([N+:6]1[CH:10]=[CH:9][N:8]([CH2:11][CH:12]([CH3:14])[CH3:13])[CH:7]=1)[CH:3]([CH3:5])[CH3:4], predict the reactants needed to synthesize it. The reactants are: [Br-].[CH2:2]([N+:6]1[CH:10]=[CH:9][N:8]([CH2:11][CH:12]([CH3:14])[CH3:13])[CH:7]=1)[CH:3]([CH3:5])[CH3:4].[OH2:15]. (6) Given the product [Cl:1][C:2]1[CH:3]=[C:4]([N:9]2[C:35](=[O:36])[O:12][N:11]=[C:10]2[C:13]2[C:17]([CH2:18][O:19][Si:20]([CH:24]([CH3:26])[CH3:25])([CH:27]([CH3:29])[CH3:28])[CH:21]([CH3:22])[CH3:23])=[N:16][O:15][N:14]=2)[CH:5]=[CH:6][C:7]=1[F:8], predict the reactants needed to synthesize it. The reactants are: [Cl:1][C:2]1[CH:3]=[C:4]([NH:9][C:10]([C:13]2[C:17]([CH2:18][O:19][Si:20]([CH:27]([CH3:29])[CH3:28])([CH:24]([CH3:26])[CH3:25])[CH:21]([CH3:23])[CH3:22])=[N:16][O:15][N:14]=2)=[N:11][OH:12])[CH:5]=[CH:6][C:7]=1[F:8].C1N=CN([C:35](N2C=NC=C2)=[O:36])C=1. (7) Given the product [Br:1][C:2]1[CH:3]=[CH:4][C:5]2[N:11]3[CH:12]=[N:13][C:14]([C:15]([OH:17])=[O:16])=[C:10]3[CH2:9][N:8]=[C:7]([C:20]3[CH:25]=[CH:24][CH:23]=[CH:22][CH:21]=3)[C:6]=2[CH:26]=1, predict the reactants needed to synthesize it. The reactants are: [Br:1][C:2]1[CH:3]=[CH:4][C:5]2[N:11]3[CH:12]=[N:13][C:14]([C:15]([O:17]CC)=[O:16])=[C:10]3[CH2:9][N:8]=[C:7]([C:20]3[CH:25]=[CH:24][CH:23]=[CH:22][CH:21]=3)[C:6]=2[CH:26]=1.[OH-].[Na+].